Task: Predict the reactants needed to synthesize the given product.. Dataset: Full USPTO retrosynthesis dataset with 1.9M reactions from patents (1976-2016) (1) Given the product [C:1]([C:3]1[C:4]([N:22]2[CH2:23][CH2:24][CH:25]([C:28](=[O:30])[NH:43][S:40]([CH2:39][C:33]3[CH:34]=[CH:35][C:36]([F:38])=[CH:37][C:32]=3[F:31])(=[O:41])=[O:42])[CH2:26][CH2:27]2)=[N:5][C:6]([CH2:15][N:16]2[CH2:20][CH2:19][CH2:18][C:17]2=[O:21])=[C:7]([CH:8]=1)[C:9]([O:11][CH:12]([CH3:13])[CH3:14])=[O:10])#[N:2], predict the reactants needed to synthesize it. The reactants are: [C:1]([C:3]1[C:4]([N:22]2[CH2:27][CH2:26][CH:25]([C:28]([OH:30])=O)[CH2:24][CH2:23]2)=[N:5][C:6]([CH2:15][N:16]2[CH2:20][CH2:19][CH2:18][C:17]2=[O:21])=[C:7]([C:9]([O:11][CH:12]([CH3:14])[CH3:13])=[O:10])[CH:8]=1)#[N:2].[F:31][C:32]1[CH:37]=[C:36]([F:38])[CH:35]=[CH:34][C:33]=1[CH2:39][S:40]([NH2:43])(=[O:42])=[O:41]. (2) Given the product [Cl:19][C:12]1[CH:11]=[C:10]([C:2]2[O:1][C:5]3[CH:6]=[CH:7][CH:8]=[CH:9][C:4]=3[N:3]=2)[CH:15]=[CH:14][C:13]=1[CH2:16][CH2:17][N:24]1[CH2:29][CH2:28][O:27][CH2:26][CH2:25]1, predict the reactants needed to synthesize it. The reactants are: [O:1]1[C:5]2[CH:6]=[CH:7][CH:8]=[CH:9][C:4]=2[N:3]=[C:2]1[C:10]1[CH:15]=[CH:14][C:13]([CH2:16][CH:17]=O)=[C:12]([Cl:19])[CH:11]=1.[BH3-]C#N.[Na+].[NH:24]1[CH2:29][CH2:28][O:27][CH2:26][CH2:25]1.